Dataset: Catalyst prediction with 721,799 reactions and 888 catalyst types from USPTO. Task: Predict which catalyst facilitates the given reaction. The catalyst class is: 27. Reactant: [Cl:1][C:2]1[CH:28]=[CH:27][C:5]([C:6]([C:8]2[CH:13]=[CH:12][C:11]([NH:14][C:15]([C:17](=[CH:23][O:24]CC)[C:18]([O:20][CH2:21][CH3:22])=[O:19])=O)=[CH:10][CH:9]=2)=[O:7])=[CH:4][CH:3]=1. Product: [Cl:1][C:2]1[CH:3]=[CH:4][C:5]([C:6]([C:8]2[CH:9]=[C:10]3[C:11](=[CH:12][CH:13]=2)[N:14]=[CH:15][C:17]([C:18]([O:20][CH2:21][CH3:22])=[O:19])=[C:23]3[OH:24])=[O:7])=[CH:27][CH:28]=1.